From a dataset of Reaction yield outcomes from USPTO patents with 853,638 reactions. Predict the reaction yield, written as a fraction of the theoretical maximum amount of product (1.0 means a 100% yield; for example, 0.34 means a 34% yield). (1) The reactants are Br[C:2]1[CH:7]=[CH:6][C:5]([Br:8])=[CH:4][CH:3]=1.CC(C)([O-])C.[Na+].[C:15]([N:18]1[CH2:24][CH2:23][CH2:22][NH:21][CH2:20][CH2:19]1)(=[O:17])[CH3:16]. The catalyst is C1(C)C=CC=CC=1.CO.C1C=CC(/C=C/C(/C=C/C2C=CC=CC=2)=O)=CC=1.C1C=CC(/C=C/C(/C=C/C2C=CC=CC=2)=O)=CC=1.C1C=CC(/C=C/C(/C=C/C2C=CC=CC=2)=O)=CC=1.[Pd].[Pd].C1C=CC(P(C2C(C3C(P(C4C=CC=CC=4)C4C=CC=CC=4)=CC=C4C=3C=CC=C4)=C3C(C=CC=C3)=CC=2)C2C=CC=CC=2)=CC=1. The product is [C:15]([N:18]1[CH2:24][CH2:23][CH2:22][N:21]([C:2]2[CH:7]=[CH:6][C:5]([Br:8])=[CH:4][CH:3]=2)[CH2:20][CH2:19]1)(=[O:17])[CH3:16]. The yield is 0.820. (2) The reactants are FC(F)(F)C(O)=O.C(OC([N:15]1[CH2:24][CH2:23][C:22]2[C:17](=[CH:18][CH:19]=[C:20]([N:25]([CH2:35][C:36]3[CH:41]=[CH:40][CH:39]=[CH:38][CH:37]=3)[S:26]([C:29]3[CH:33]=[CH:32][N:31]([CH3:34])[N:30]=3)(=[O:28])=[O:27])[CH:21]=2)[CH2:16]1)=O)(C)(C)C. The catalyst is ClCCl. The product is [CH2:35]([N:25]([C:20]1[CH:21]=[C:22]2[C:17](=[CH:18][CH:19]=1)[CH2:16][NH:15][CH2:24][CH2:23]2)[S:26]([C:29]1[CH:33]=[CH:32][N:31]([CH3:34])[N:30]=1)(=[O:28])=[O:27])[C:36]1[CH:37]=[CH:38][CH:39]=[CH:40][CH:41]=1. The yield is 0.800. (3) The yield is 0.790. The catalyst is C1COCC1.O. The reactants are [Br:1][C:2]1[S:6][C:5]([C:7]([S:10](CCC(OC)=O)(=[O:12])=[O:11])([CH3:9])[CH3:8])=[N:4][CH:3]=1.C[O-].[Na+].CC([O-])=O.[Na+].[NH2:27]OS(O)(=O)=O. The product is [Br:1][C:2]1[S:6][C:5]([C:7]([S:10]([NH2:27])(=[O:12])=[O:11])([CH3:9])[CH3:8])=[N:4][CH:3]=1. (4) The reactants are [F:1][C:2]([F:26])([F:25])[O:3][C:4]1[CH:9]=[CH:8][C:7]([N:10]2[CH:14]=[N:13][C:12]([C:15]3[CH:20]=[CH:19][C:18]([CH2:21][CH2:22][CH2:23]O)=[CH:17][CH:16]=3)=[N:11]2)=[CH:6][CH:5]=1.[C:27]1(=[O:37])[NH:31][C:30](=[O:32])[C:29]2=[CH:33][CH:34]=[CH:35][CH:36]=[C:28]12.C1(P(C2C=CC=CC=2)C2C=CC=CC=2)C=CC=CC=1.CC(OC(/N=N/C(OC(C)C)=O)=O)C. The catalyst is O1CCCC1. The product is [F:26][C:2]([F:1])([F:25])[O:3][C:4]1[CH:9]=[CH:8][C:7]([N:10]2[CH:14]=[N:13][C:12]([C:15]3[CH:20]=[CH:19][C:18]([CH2:21][CH2:22][CH2:23][N:31]4[C:27](=[O:37])[C:28]5[C:29](=[CH:33][CH:34]=[CH:35][CH:36]=5)[C:30]4=[O:32])=[CH:17][CH:16]=3)=[N:11]2)=[CH:6][CH:5]=1. The yield is 0.750. (5) The reactants are [NH2:1][C:2]1[CH:3]=[C:4]([CH2:16][CH2:17][C:18]2[CH:19]=[C:20]([NH:24][C:25](=[O:31])[O:26][C:27]([CH3:30])([CH3:29])[CH3:28])[CH:21]=[CH:22][CH:23]=2)[CH:5]=[C:6]([S:8]([NH:11][C:12]([CH3:15])([CH3:14])[CH3:13])(=[O:10])=[O:9])[CH:7]=1.[Cl:32][C:33]1[N:38]=[C:37](Cl)[C:36]([Cl:40])=[CH:35][N:34]=1. No catalyst specified. The product is [C:12]([NH:11][S:8]([C:6]1[CH:5]=[C:4]([CH2:16][CH2:17][C:18]2[CH:19]=[C:20]([NH:24][C:25](=[O:31])[O:26][C:27]([CH3:30])([CH3:29])[CH3:28])[CH:21]=[CH:22][CH:23]=2)[CH:3]=[C:2]([NH:1][C:35]2[C:36]([Cl:40])=[CH:37][N:38]=[C:33]([Cl:32])[N:34]=2)[CH:7]=1)(=[O:10])=[O:9])([CH3:14])([CH3:15])[CH3:13]. The yield is 0.350. (6) The reactants are [CH3:1][O:2][C:3]1[C:8]([O:9][CH3:10])=[CH:7][CH:6]=[CH:5][C:4]=1[C@H:11]([CH:13]1[CH2:18][CH2:17][N:16]([CH2:19][CH2:20][C:21]2[CH:26]=[CH:25][C:24]([F:27])=[CH:23][CH:22]=2)[CH2:15][CH2:14]1)[OH:12].O.Cl.[OH-].[Na+]. The catalyst is C(COC)OC. The product is [CH3:1][O:2][C:3]1[C:8]([O:9][CH3:10])=[CH:7][CH:6]=[CH:5][C:4]=1[CH:11]([CH:13]1[CH2:14][CH2:15][N:16]([CH2:19][CH2:20][C:21]2[CH:26]=[CH:25][C:24]([F:27])=[CH:23][CH:22]=2)[CH2:17][CH2:18]1)[OH:12]. The yield is 0.697. (7) The yield is 0.663. The reactants are [Cl:1][C:2]1[CH:26]=[CH:25][C:5]([CH2:6][C:7]2[C:11]([C:12]#[N:13])=[C:10]([N:14]3[CH2:19][CH2:18][O:17][CH2:16][CH2:15]3)[S:9][C:8]=2[C:20]([O:22]CC)=[O:21])=[CH:4][C:3]=1[F:27].O1CCCC1.CO.[OH-].[Na+].O. The product is [Cl:1][C:2]1[CH:26]=[CH:25][C:5]([CH2:6][C:7]2[C:11]([C:12]#[N:13])=[C:10]([N:14]3[CH2:19][CH2:18][O:17][CH2:16][CH2:15]3)[S:9][C:8]=2[C:20]([OH:22])=[O:21])=[CH:4][C:3]=1[F:27]. No catalyst specified. (8) The reactants are C1(P(N=[N+]=[N-])(C2C=CC=CC=2)=[O:8])C=CC=CC=1.C([N:20]([CH2:23][CH3:24])[CH2:21]C)C.[C:25]([OH:29])([CH3:28])([CH3:27])[CH3:26].[C:30]12([C:40]3[CH:48]=CC(C(O)=O)=[CH:42][CH:41]=3)[CH2:39][CH:34]3[CH2:35][CH:36]([CH2:38][CH:32]([CH2:33]3)[CH2:31]1)[CH2:37]2. The catalyst is C1COCC1. The product is [C:30]12([C:40]3[CH:48]=[CH:24][C:23]([NH:20][C:21](=[O:8])[O:29][C:25]([CH3:28])([CH3:27])[CH3:26])=[CH:42][CH:41]=3)[CH2:37][CH:36]3[CH2:35][CH:34]([CH2:33][CH:32]([CH2:38]3)[CH2:31]1)[CH2:39]2. The yield is 0.530.